From a dataset of Reaction yield outcomes from USPTO patents with 853,638 reactions. Predict the reaction yield, written as a fraction of the theoretical maximum amount of product (1.0 means a 100% yield; for example, 0.34 means a 34% yield). (1) The reactants are I.[NH2:2][CH:3]([S:10][CH3:11])/[N:4]=[C:5](/N(C)C)\[CH3:6].Cl[C:13](=[O:20])[CH2:14][C:15]([O:17][CH2:18][CH3:19])=[O:16].C(N(CC)CC)C. The catalyst is ClCCl. The product is [CH3:6][C:5]1[N:4]=[C:3]([S:10][CH3:11])[NH:2][C:13](=[O:20])[C:14]=1[C:15]([O:17][CH2:18][CH3:19])=[O:16]. The yield is 0.620. (2) The product is [C:35]([O:34][CH2:33][N:29]1[N:30]=[N:31][C:27]([C:25]2[CH:24]=[CH:23][N:22]=[C:21]([C:12]3[N:11]=[CH:10][N:9]([CH2:8][C:3]4[CH:4]=[CH:5][CH:6]=[CH:7][C:2]=4[Cl:1])[C:13]=3[C:14]3[CH:15]=[CH:16][C:17]([F:20])=[CH:18][CH:19]=3)[CH:26]=2)=[N:28]1)(=[O:37])[CH3:36]. The yield is 0.0860. The catalyst is CN(C=O)C. The reactants are [Cl:1][C:2]1[CH:7]=[CH:6][CH:5]=[CH:4][C:3]=1[CH2:8][N:9]1[C:13]([C:14]2[CH:19]=[CH:18][C:17]([F:20])=[CH:16][CH:15]=2)=[C:12]([C:21]2[CH:26]=[C:25]([C:27]3[N:28]=[N:29][NH:30][N:31]=3)[CH:24]=[CH:23][N:22]=2)[N:11]=[CH:10]1.Br[CH2:33][O:34][C:35](=[O:37])[CH3:36].CC([O-])(C)C.[K+].O. (3) The reactants are I[C:2]1[CH:7]=[CH:6][C:5]([O:8][CH3:9])=[C:4]([C:10]([F:13])([F:12])[F:11])[C:3]=1[C:14]([F:17])([F:16])[F:15].CCCCCC.[CH2:24]([CH:27]1[CH2:32][CH2:31][CH:30]([CH:33]2[CH2:38][CH2:37][C:36](=[O:39])[CH2:35][CH2:34]2)[CH2:29][CH2:28]1)[CH2:25][CH3:26].Cl. The catalyst is C1COCC1.[Li]CCCC.C1(C)C=CC=CC=1. The product is [OH:39][C:36]1([C:2]2[CH:7]=[CH:6][C:5]([O:8][CH3:9])=[C:4]([C:10]([F:13])([F:12])[F:11])[C:3]=2[C:14]([F:17])([F:16])[F:15])[CH2:35][CH2:34][CH:33]([CH:30]2[CH2:31][CH2:32][CH:27]([CH2:24][CH2:25][CH3:26])[CH2:28][CH2:29]2)[CH2:38][CH2:37]1. The yield is 1.00. (4) The reactants are NOS(O)(=O)=O.[C:7]1(=[O:15])[CH2:14][CH2:13][CH2:12][CH2:11][CH2:10][CH2:9][CH2:8]1.[Cl-].[NH4+:17].O. The catalyst is C(O)=O. The product is [C:7]1(=[O:15])[CH2:8][CH2:9][CH2:10][CH2:11][CH2:12][CH2:13][CH2:14][NH:17]1. The yield is 0.650. (5) The reactants are [Cl:1][C:2]1[CH:3]=[C:4]([CH:7]=[C:8]([Cl:10])[CH:9]=1)[CH:5]=[O:6].[F:11][C:12]([Si](C)(C)C)([F:14])[F:13].CCCC[N+](CCCC)(CCCC)CCCC.[F-]. The catalyst is C1COCC1.Cl.O. The product is [Cl:1][C:2]1[CH:3]=[C:4]([CH:5]([OH:6])[C:12]([F:14])([F:13])[F:11])[CH:7]=[C:8]([Cl:10])[CH:9]=1. The yield is 0.600. (6) The reactants are N[C:2]1[CH:7]=[CH:6][C:5]([N:8]([C:13]2[C:32]([CH:33]3[CH2:35][CH2:34]3)=[CH:31][C:16]3[C:17]([C:27]([NH:29][CH3:30])=[O:28])=[C:18]([C:20]4[CH:25]=[CH:24][C:23]([F:26])=[CH:22][CH:21]=4)[O:19][C:15]=3[CH:14]=2)[S:9]([CH3:12])(=[O:11])=[O:10])=[CH:4][C:3]=1[Cl:36].[BrH:37].N([O-])=O.[Na+].S(=O)(O)[O-].[Na+]. The catalyst is O.CCOC(C)=O.CCCCCC.CCOC(C)=O.C(#N)C. The product is [Br:37][C:2]1[CH:7]=[CH:6][C:5]([N:8]([C:13]2[C:32]([CH:33]3[CH2:35][CH2:34]3)=[CH:31][C:16]3[C:17]([C:27]([NH:29][CH3:30])=[O:28])=[C:18]([C:20]4[CH:25]=[CH:24][C:23]([F:26])=[CH:22][CH:21]=4)[O:19][C:15]=3[CH:14]=2)[S:9]([CH3:12])(=[O:11])=[O:10])=[CH:4][C:3]=1[Cl:36]. The yield is 0.760. (7) The reactants are Br[C:2]1[CH:15]=[CH:14][C:5]([O:6][Si:7]([C:10]([CH3:13])([CH3:12])[CH3:11])([CH3:9])[CH3:8])=[C:4]([CH2:16][CH3:17])[CH:3]=1.C([Li])CCC.[CH:23](=[O:26])[CH2:24][CH3:25].[Cl-].[NH4+]. The catalyst is C1COCC1. The product is [Si:7]([O:6][C:5]1[CH:14]=[CH:15][C:2]([CH:23]([OH:26])[CH2:24][CH3:25])=[CH:3][C:4]=1[CH2:16][CH3:17])([C:10]([CH3:13])([CH3:12])[CH3:11])([CH3:9])[CH3:8]. The yield is 1.00.